From a dataset of Merck oncology drug combination screen with 23,052 pairs across 39 cell lines. Regression. Given two drug SMILES strings and cell line genomic features, predict the synergy score measuring deviation from expected non-interaction effect. (1) Drug 1: CN1C(=O)C=CC2(C)C3CCC4(C)C(NC(=O)OCC(F)(F)F)CCC4C3CCC12. Drug 2: Cn1nnc2c(C(N)=O)ncn2c1=O. Cell line: EFM192B. Synergy scores: synergy=-29.4. (2) Drug 1: COC1=C2CC(C)CC(OC)C(O)C(C)C=C(C)C(OC(N)=O)C(OC)C=CC=C(C)C(=O)NC(=CC1=O)C2=O. Drug 2: CCc1cnn2c(NCc3ccc[n+]([O-])c3)cc(N3CCCCC3CCO)nc12. Cell line: RPMI7951. Synergy scores: synergy=-11.4. (3) Cell line: LNCAP. Synergy scores: synergy=25.4. Drug 2: O=C(CCCCCCC(=O)Nc1ccccc1)NO. Drug 1: COc1cccc2c1C(=O)c1c(O)c3c(c(O)c1C2=O)CC(O)(C(=O)CO)CC3OC1CC(N)C(O)C(C)O1. (4) Drug 1: COC12C(COC(N)=O)C3=C(C(=O)C(C)=C(N)C3=O)N1CC1NC12. Drug 2: O=C(O)C1(Cc2cccc(Nc3nccs3)n2)CCC(Oc2cccc(Cl)c2F)CC1. Cell line: NCIH460. Synergy scores: synergy=-25.0.